This data is from Forward reaction prediction with 1.9M reactions from USPTO patents (1976-2016). The task is: Predict the product of the given reaction. (1) Given the reactants S(Cl)([Cl:4])(=O)=O.[CH2:6]([O:13][C:14]1[CH:24]=[CH:23][C:17]2[CH:18]=[C:19]([CH2:21]O)[S:20][C:16]=2[CH:15]=1)[C:7]1[CH:12]=[CH:11][CH:10]=[CH:9][CH:8]=1, predict the reaction product. The product is: [CH2:6]([O:13][C:14]1[CH:24]=[CH:23][C:17]2[CH:18]=[C:19]([CH2:21][Cl:4])[S:20][C:16]=2[CH:15]=1)[C:7]1[CH:12]=[CH:11][CH:10]=[CH:9][CH:8]=1. (2) Given the reactants [CH3:1][C:2]1([CH3:15])[CH2:7][NH:6][CH2:5][CH2:4][N:3]1[C:8]([O:10][C:11]([CH3:14])([CH3:13])[CH3:12])=[O:9].[NH2:16][C:17]1[CH:25]=[CH:24][C:20]([C:21](O)=[O:22])=[CH:19][C:18]=1[F:26].C(N(CC)CC)C.CCCP1(OP(CCC)(=O)OP(CCC)(=O)O1)=O, predict the reaction product. The product is: [NH2:16][C:17]1[CH:25]=[CH:24][C:20]([C:21]([N:6]2[CH2:5][CH2:4][N:3]([C:8]([O:10][C:11]([CH3:14])([CH3:13])[CH3:12])=[O:9])[C:2]([CH3:15])([CH3:1])[CH2:7]2)=[O:22])=[CH:19][C:18]=1[F:26].